The task is: Predict the reaction yield, written as a fraction of the theoretical maximum amount of product (1.0 means a 100% yield; for example, 0.34 means a 34% yield).. This data is from Reaction yield outcomes from USPTO patents with 853,638 reactions. The product is [CH3:1][N:2]1[C:6]([C:7]2[CH:8]=[C:9]([C:13]([NH:17][C@@H:18]([CH2:31][C:32]3[CH:37]=[CH:36][CH:35]=[CH:34][C:33]=3[C:38]([F:41])([F:39])[F:40])[CH2:19][N:20]3[C:28](=[O:29])[C:27]4[C:22](=[CH:23][CH:24]=[CH:25][CH:26]=4)[C:21]3=[O:30])=[O:15])[O:10][C:11]=2[CH3:12])=[C:5]([CH3:16])[CH:4]=[N:3]1. The catalyst is ClCCl. The yield is 0.850. The reactants are [CH3:1][N:2]1[C:6]([C:7]2[CH:8]=[C:9]([C:13]([OH:15])=O)[O:10][C:11]=2[CH3:12])=[C:5]([CH3:16])[CH:4]=[N:3]1.[NH2:17][C@@H:18]([CH2:31][C:32]1[CH:37]=[CH:36][CH:35]=[CH:34][C:33]=1[C:38]([F:41])([F:40])[F:39])[CH2:19][N:20]1[C:28](=[O:29])[C:27]2[C:22](=[CH:23][CH:24]=[CH:25][CH:26]=2)[C:21]1=[O:30].C(N(CC)C(C)C)(C)C.F[P-](F)(F)(F)(F)F.Br[P+](N1CCCC1)(N1CCCC1)N1CCCC1.